This data is from Catalyst prediction with 721,799 reactions and 888 catalyst types from USPTO. The task is: Predict which catalyst facilitates the given reaction. (1) Product: [F:17][C:14]1[CH:15]=[CH:16][C:9]([OH:8])=[C:10]([CH:13]=1)[C:11]#[N:12]. Reactant: C([O:8][C:9]1[CH:16]=[CH:15][C:14]([F:17])=[CH:13][C:10]=1[C:11]#[N:12])C1C=CC=CC=1. The catalyst class is: 5. (2) Reactant: CN1[CH2:6][C:5]2[CH:7]=[CH:8][CH:9]=[CH:10][C:4]=2[S:3]1.[NH:11]1[C:19]2[C:14](=[CH:15][CH:16]=[CH:17][CH:18]=2)[CH:13]=[CH:12]1.ClC(Cl)(Cl)C(O)=O.[OH-].[Na+].C(OCC)(=O)C.CO.[CH2:37]([N:39](CC)CC)C. Product: [NH:11]1[C:19]2[C:14](=[CH:15][CH:16]=[CH:17][CH:18]=2)[C:13]([S:3][C:4]2[CH:10]=[CH:9][CH:8]=[CH:7][C:5]=2[CH2:6][CH2:37][NH2:39])=[CH:12]1. The catalyst class is: 56.